From a dataset of Full USPTO retrosynthesis dataset with 1.9M reactions from patents (1976-2016). Predict the reactants needed to synthesize the given product. Given the product [CH3:20][C:21]1[CH:26]=[C:25]([CH3:27])[CH:24]=[CH:23][C:22]=1[O:28][C:2]1[C:9]([C:10]#[N:11])=[C:8]([O:12][CH:13]([CH3:15])[CH3:14])[C:7]([O:16][CH:17]([CH3:19])[CH3:18])=[CH:6][C:3]=1[C:4]#[N:5], predict the reactants needed to synthesize it. The reactants are: Br[C:2]1[C:9]([C:10]#[N:11])=[C:8]([O:12][CH:13]([CH3:15])[CH3:14])[C:7]([O:16][CH:17]([CH3:19])[CH3:18])=[CH:6][C:3]=1[C:4]#[N:5].[CH3:20][C:21]1[CH:26]=[C:25]([CH3:27])[CH:24]=[CH:23][C:22]=1[OH:28].